From a dataset of Full USPTO retrosynthesis dataset with 1.9M reactions from patents (1976-2016). Predict the reactants needed to synthesize the given product. (1) Given the product [CH2:1]([N:8]1[C:20]2[CH:19]=[C:18]([C:21]([O:23][CH3:24])=[O:22])[CH:17]=[CH:16][C:15]=2[C:14]2[C:9]1=[CH:10][C:11]([C:27]1[C:28]([CH3:33])=[N:29][O:30][C:31]=1[CH3:32])=[CH:12][C:13]=2[C:25](=[O:35])[NH2:26])[C:2]1[CH:3]=[CH:4][CH:5]=[CH:6][CH:7]=1, predict the reactants needed to synthesize it. The reactants are: [CH2:1]([N:8]1[C:20]2[CH:19]=[C:18]([C:21]([O:23][CH3:24])=[O:22])[CH:17]=[CH:16][C:15]=2[C:14]2[C:9]1=[CH:10][C:11]([C:27]1[C:28]([CH3:33])=[N:29][O:30][C:31]=1[CH3:32])=[CH:12][C:13]=2[C:25]#[N:26])[C:2]1[CH:7]=[CH:6][CH:5]=[CH:4][CH:3]=1.C([O-])([O-])=[O:35].[K+].[K+].OO. (2) Given the product [O:27]1[C:26]2[CH:30]=[CH:31][C:23]([N:1]([C:35]([O:34][CH3:38])=[O:36])[C@H:2]([C@@H:3]([OH:4])[CH3:5])[C:6]([OH:8])=[O:7])=[CH:24][C:25]=2[O:29][CH2:28]1, predict the reactants needed to synthesize it. The reactants are: [NH2:1][C@@H:2]([C:6]([OH:8])=[O:7])[C@H:3]([CH3:5])[OH:4].C([O-])(O)=O.[Na+].C(=O)([O-])OC1C(C)=C([C:23]2[CH:31]=[CH:30][C:26]3[O:27][CH2:28][O:29][C:25]=3[CH:24]=2)C=CN=1.[O:34]1[C:38]2C=CC(C3C=CN(C([O-])=O)C(=O)C=3C)=CC=2[O:36][CH2:35]1. (3) Given the product [NH2:29][C:3]1[CH:4]=[CH:5][C:6]([O:8][C:9]2[CH:14]=[CH:13][N:12]=[C:11]([NH:15][C:16]([N:18]3[CH2:23][CH2:22][CH:21]([N:24]4[CH2:28][CH2:27][CH2:26][CH2:25]4)[CH2:20][CH2:19]3)=[O:17])[CH:10]=2)=[CH:7][C:2]=1[F:1], predict the reactants needed to synthesize it. The reactants are: [F:1][C:2]1[CH:7]=[C:6]([O:8][C:9]2[CH:14]=[CH:13][N:12]=[C:11]([NH:15][C:16]([N:18]3[CH2:23][CH2:22][CH:21]([N:24]4[CH2:28][CH2:27][CH2:26][CH2:25]4)[CH2:20][CH2:19]3)=[O:17])[CH:10]=2)[CH:5]=[CH:4][C:3]=1[NH:29]C(=O)OCC1C=CC=CC=1.C(O)C. (4) Given the product [Cl:23][C:24]1[CH:29]=[C:28]([C:2]2[N:3]=[C:4]3[C:9](=[CH:10][CH:11]=2)[N:8]=[CH:7][C:6]([C:12](=[O:14])[CH3:13])=[C:5]3[NH:15][CH:16]2[CH2:21][CH2:20][N:19]([CH3:22])[CH2:18][CH2:17]2)[CH:27]=[C:26]([Cl:39])[C:25]=1[OH:40], predict the reactants needed to synthesize it. The reactants are: Cl[C:2]1[N:3]=[C:4]2[C:9](=[CH:10][CH:11]=1)[N:8]=[CH:7][C:6]([C:12](=[O:14])[CH3:13])=[C:5]2[NH:15][CH:16]1[CH2:21][CH2:20][N:19]([CH3:22])[CH2:18][CH2:17]1.[Cl:23][C:24]1[CH:29]=[C:28](B2OC(C)(C)C(C)(C)O2)[CH:27]=[C:26]([Cl:39])[C:25]=1[OH:40]. (5) Given the product [ClH:55].[N:49]1([CH2:48][CH2:47][O:46][C:43]2[CH:42]=[CH:41][C:40]([C:24]3[C:23]4[C:37](=[CH:38][CH:39]=[C:21]([OH:20])[CH:22]=4)[C:26]4([C:34]5[C:29](=[CH:30][C:31]([OH:35])=[CH:32][CH:33]=5)[CH2:28][CH2:27]4)[CH:25]=3)=[CH:45][CH:44]=2)[CH2:54][CH2:53][CH2:52][CH2:51][CH2:50]1, predict the reactants needed to synthesize it. The reactants are: C1(PC2C=CC=CC=2)C=CC=CC=1.C([Li])CCC.C[O:20][C:21]1[CH:22]=[C:23]2[C:37](=[CH:38][CH:39]=1)[C:26]1([C:34]3[C:29](=[CH:30][C:31]([O:35]C)=[CH:32][CH:33]=3)[CH2:28][CH2:27]1)[CH:25]=[C:24]2[C:40]1[CH:45]=[CH:44][C:43]([O:46][CH2:47][CH2:48][N:49]2[CH2:54][CH2:53][CH2:52][CH2:51][CH2:50]2)=[CH:42][CH:41]=1.[Cl-:55].[NH4+]. (6) Given the product [Cl:1][C:2]1[CH:3]=[C:4]([NH:9][C:10]2[C:19]3[C:14](=[CH:15][C:16]([O:35][CH3:36])=[C:17]([O:20][C@H:21]4[CH2:22][CH2:23][C@@H:24]([NH2:27])[CH2:25][CH2:26]4)[CH:18]=3)[N:13]=[CH:12][N:11]=2)[CH:5]=[CH:6][C:7]=1[F:8], predict the reactants needed to synthesize it. The reactants are: [Cl:1][C:2]1[CH:3]=[C:4]([NH:9][C:10]2[C:19]3[C:14](=[CH:15][C:16]([O:35][CH3:36])=[C:17]([O:20][C@H:21]4[CH2:26][CH2:25][C@@H:24]([NH:27]C(OC(C)(C)C)=O)[CH2:23][CH2:22]4)[CH:18]=3)[N:13]=[CH:12][N:11]=2)[CH:5]=[CH:6][C:7]=1[F:8].FC(F)(F)C(O)=O.